This data is from Catalyst prediction with 721,799 reactions and 888 catalyst types from USPTO. The task is: Predict which catalyst facilitates the given reaction. (1) Reactant: [CH:1]1([C:6]2[N:10]3[C:11]4[C:16]([NH:17][C:18](=[O:19])[C:9]3=[CH:8][N:7]=2)=[CH:15][C:14]([C:20]([OH:22])=O)=[C:13]([CH3:23])[CH:12]=4)[CH2:5][CH2:4][CH2:3][CH2:2]1.C([N:27]([CH:30]([CH3:32])[CH3:31])[CH2:28][CH3:29])(C)C.ClCCl.F[P-](F)(F)(F)(F)F.Br[P+](N1CCCC1)(N1CCCC1)N1C[CH2:48][CH2:47][CH2:46]1. Product: [CH:1]1([C:6]2[N:10]3[C:11]4[C:16]([NH:17][C:18](=[O:19])[C:9]3=[CH:8][N:7]=2)=[CH:15][C:14]([C:20]([N:27]2[C:30]3[C:31](=[CH:46][CH:47]=[CH:48][CH:32]=3)[CH2:29][CH2:28]2)=[O:22])=[C:13]([CH3:23])[CH:12]=4)[CH2:5][CH2:4][CH2:3][CH2:2]1. The catalyst class is: 6. (2) The catalyst class is: 6. Product: [C:17]([N:20]1[CH:24]=[CH:23][C:22]([O:25][CH2:2][C:3]2[C:8]([CH3:9])=[CH:7][CH:6]=[CH:5][C:4]=2[N:10]2[C:14](=[O:15])[N:13]([CH3:16])[N:12]=[N:11]2)=[N:21]1)(=[O:19])[CH3:18]. Reactant: Br[CH2:2][C:3]1[C:8]([CH3:9])=[CH:7][CH:6]=[CH:5][C:4]=1[N:10]1[C:14](=[O:15])[N:13]([CH3:16])[N:12]=[N:11]1.[C:17]([N:20]1[CH:24]=[CH:23][C:22]([OH:25])=[N:21]1)(=[O:19])[CH3:18].C(=O)([O-])[O-].[K+].[K+].C(#N)C. (3) Reactant: Br[CH2:2][CH2:3][CH2:4][N:5]1[C:9]2=[N:10][CH:11]=[N:12][C:13]([NH2:14])=[C:8]2[C:7]([I:15])=[N:6]1.[CH3:16][N:17]1[CH2:22][CH2:21][NH:20][CH2:19][CH2:18]1.C(N(CC)CC)C. Product: [I:15][C:7]1[C:8]2[C:9](=[N:10][CH:11]=[N:12][C:13]=2[NH2:14])[N:5]([CH2:4][CH2:3][CH2:2][N:20]2[CH2:21][CH2:22][N:17]([CH3:16])[CH2:18][CH2:19]2)[N:6]=1. The catalyst class is: 9. (4) Reactant: [C:1]([Si:3]([CH3:6])([CH3:5])[CH3:4])#[CH:2].[CH2:7]([Li])[CH2:8][CH2:9]C.CCCCCC.[C:18]1([N:24]=[C:25]=[S:26])[CH:23]=[CH:22][CH:21]=[CH:20][CH:19]=1.IC(C)C. Product: [C:18]1([N:24]=[C:25]([S:26][CH:8]([CH3:9])[CH3:7])[CH2:2][CH2:1][Si:3]([CH3:6])([CH3:5])[CH3:4])[CH:23]=[CH:22][CH:21]=[CH:20][CH:19]=1. The catalyst class is: 1. (5) Reactant: [CH:1]1([C:4]2[NH:8][N:7]=[C:6]([NH:9][C:10]3[C:11]4[CH2:29][CH2:28][NH:27][CH2:26][C:12]=4[N:13]=[C:14]([NH:16][C@H:17]([C:19]4[CH:24]=[CH:23][C:22]([F:25])=[CH:21][CH:20]=4)[CH3:18])[N:15]=3)[CH:5]=2)[CH2:3][CH2:2]1.C1C[O:33][CH2:32][CH2:31]1.C(O)(=O)C. Product: [CH:1]1([C:4]2[NH:8][N:7]=[C:6]([NH:9][C:10]3[C:11]4[CH2:29][CH2:28][N:27]([C:32](=[O:33])[CH3:31])[CH2:26][C:12]=4[N:13]=[C:14]([NH:16][C@H:17]([C:19]4[CH:24]=[CH:23][C:22]([F:25])=[CH:21][CH:20]=4)[CH3:18])[N:15]=3)[CH:5]=2)[CH2:2][CH2:3]1. The catalyst class is: 2. (6) Reactant: [CH2:1]([N:8]1[C:12](=[O:13])[C:11](=[CH:14][N:15]([CH3:23])[C:16]2[CH:21]=[CH:20][C:19]([OH:22])=[CH:18][CH:17]=2)[S:10][C:9]1=[S:24])[C:2]1[CH:7]=[CH:6][CH:5]=[CH:4][CH:3]=1.C([O-])([O-])=O.[K+].[K+].[CH3:31][O:32][CH2:33][CH2:34]Br. Product: [CH2:1]([N:8]1[C:12](=[O:13])[C:11](=[CH:14][N:15]([CH3:23])[C:16]2[CH:17]=[CH:18][C:19]([O:22][CH2:34][CH2:33][O:32][CH3:31])=[CH:20][CH:21]=2)[S:10][C:9]1=[S:24])[C:2]1[CH:3]=[CH:4][CH:5]=[CH:6][CH:7]=1. The catalyst class is: 3. (7) Reactant: Cl.[CH2:2]([N:9]1[CH2:12][C:11]2([CH2:21][C:20](=[O:22])[C:19]3[C:14](=[CH:15][CH:16]=[C:17](/[CH:23]=[CH:24]/[C:25]([NH:27][O:28]C4CCCCO4)=[O:26])[CH:18]=3)[O:13]2)[CH2:10]1)[C:3]1[CH:8]=[CH:7][CH:6]=[CH:5][CH:4]=1. Product: [CH2:2]([N:9]1[CH2:10][C:11]2([CH2:21][C:20](=[O:22])[C:19]3[C:14](=[CH:15][CH:16]=[C:17](/[CH:23]=[CH:24]/[C:25]([NH:27][OH:28])=[O:26])[CH:18]=3)[O:13]2)[CH2:12]1)[C:3]1[CH:8]=[CH:7][CH:6]=[CH:5][CH:4]=1. The catalyst class is: 876.